This data is from Full USPTO retrosynthesis dataset with 1.9M reactions from patents (1976-2016). The task is: Predict the reactants needed to synthesize the given product. (1) The reactants are: [Br:1][C:2]1[CH:8]=[CH:7][C:5]([NH2:6])=[C:4]([N+:9]([O-])=O)[CH:3]=1.Cl[Sn]Cl.[OH-].[Na+]. Given the product [Br:1][C:2]1[CH:3]=[C:4]([NH2:9])[C:5]([NH2:6])=[CH:7][CH:8]=1, predict the reactants needed to synthesize it. (2) Given the product [CH3:3][C:4]([CH3:18])([CH2:9][O:10][CH2:11][C:12]1[CH:13]=[CH:14][CH:15]=[CH:16][CH:17]=1)[C:5]([OH:7])=[O:6], predict the reactants needed to synthesize it. The reactants are: [OH-].[Na+].[CH3:3][C:4]([CH3:18])([CH2:9][O:10][CH2:11][C:12]1[CH:17]=[CH:16][CH:15]=[CH:14][CH:13]=1)[C:5]([O:7]C)=[O:6]. (3) Given the product [N:10]1[CH:15]=[CH:14][CH:13]=[CH:12][C:11]=1[S:16]([C:7]1[CH:6]=[CH:5][S:4][C:3]=1[CH:1]=[O:2])(=[O:18])=[O:17], predict the reactants needed to synthesize it. The reactants are: [CH:1]([C:3]1[S:4][CH:5]=[CH:6][C:7]=1Cl)=[O:2].[Na+].[N:10]1[CH:15]=[CH:14][CH:13]=[CH:12][C:11]=1[S:16]([O-:18])=[O:17]. (4) The reactants are: Cl.NCCS.Cl.Cl.N(C(C1NCCN=1)(C)C)=NC(C1NCCN=1)(C)C.[CH3:26][N:27]([CH3:32])[C:28](=[O:31])[CH:29]=[CH2:30].[CH3:33][N:34]([CH2:39][CH2:40][OH:41])[C:35](=[O:38])[CH:36]=[CH2:37]. Given the product [CH3:33][N:34]([CH2:39][CH2:40][OH:41])[C:35](=[O:38])[CH:36]=[CH2:37].[CH3:26][N:27]([CH3:32])[C:28](=[O:31])[CH:29]=[CH2:30], predict the reactants needed to synthesize it. (5) The reactants are: [CH3:1][C:2]1[N:7]=[CH:6][C:5]([CH2:8][OH:9])=[C:4]([CH:10]=O)[C:3]=1[OH:12].C[C:14]1[CH2:18][C:17](=[O:19])[N:16]([C:20]2[CH:25]=[CH:24][CH:23]=[CH:22][CH:21]=2)[N:15]=1. Given the product [OH:12][C:3]1[C:2]([CH3:1])=[N:7][CH:6]=[C:5]([CH2:8][OH:9])[C:4]=1[CH:10]=[C:18]1[C:17](=[O:19])[N:16]([C:20]2[CH:21]=[CH:22][CH:23]=[CH:24][CH:25]=2)[N:15]=[CH:14]1, predict the reactants needed to synthesize it. (6) Given the product [Cl:1][C:2]1[CH:3]=[C:4]([CH2:9][CH2:10][O:11][CH2:12][C:13]2[NH:15][C:16](=[O:17])[C:18]3[C:23](=[N:22][CH:21]=[CH:20][N:19]=3)[N:14]=2)[CH:5]=[CH:6][C:7]=1[F:8], predict the reactants needed to synthesize it. The reactants are: [Cl:1][C:2]1[CH:3]=[C:4]([CH2:9][CH2:10][O:11][CH2:12][C:13]([NH:15][C:16]([C:18]2[C:23](Cl)=[N:22][CH:21]=[CH:20][N:19]=2)=[O:17])=[NH:14])[CH:5]=[CH:6][C:7]=1[F:8].C([O-])([O-])=O.[K+].[K+].O.Cl. (7) Given the product [CH3:62][O:64][C:25]1[CH:26]=[CH:19][C:20]([CH2:21][NH:22][C:2]2[CH:16]=[CH:15][C:5]3[C:6](=[O:14])[NH:7][C:8]4[C:13]([C:4]=3[CH:3]=2)=[CH:12][CH:11]=[CH:10][N:9]=4)=[CH:23][CH:24]=1, predict the reactants needed to synthesize it. The reactants are: Cl[C:2]1[CH:16]=[CH:15][C:5]2[C:6](=[O:14])[NH:7][C:8]3[C:13]([C:4]=2[CH:3]=1)=[CH:12][CH:11]=[CH:10][N:9]=3.CO[C:19]1[CH:26]=[CH:25][CH:24]=[CH:23][C:20]=1[CH2:21][NH2:22].C1(P(C2CCCCC2)C2C=CC=CC=2C2C(C(C)C)=CC(C(C)C)=CC=2C(C)C)CCCCC1.C[C:62](C)([O-:64])C.[Na+].